This data is from Reaction yield outcomes from USPTO patents with 853,638 reactions. The task is: Predict the reaction yield, written as a fraction of the theoretical maximum amount of product (1.0 means a 100% yield; for example, 0.34 means a 34% yield). (1) The reactants are [Br:1][C:2]([CH2:4][C@@H:5]([OH:27])[CH2:6][CH2:7][CH2:8][O:9][Si:10]([C:23]([CH3:26])([CH3:25])[CH3:24])([C:17]1[CH:22]=[CH:21][CH:20]=[CH:19][CH:18]=1)[C:11]1[CH:16]=[CH:15][CH:14]=[CH:13][CH:12]=1)=[CH2:3].C(N(CC)CC)C.[C:35](OC(=O)C)(=[O:37])[CH3:36]. The catalyst is C(Cl)Cl.CN(C1C=CN=CC=1)C. The product is [C:35]([O:27][C@@H:5]([CH2:6][CH2:7][CH2:8][O:9][Si:10]([C:23]([CH3:24])([CH3:26])[CH3:25])([C:17]1[CH:18]=[CH:19][CH:20]=[CH:21][CH:22]=1)[C:11]1[CH:12]=[CH:13][CH:14]=[CH:15][CH:16]=1)[CH2:4][C:2]([Br:1])=[CH2:3])(=[O:37])[CH3:36]. The yield is 0.800. (2) The reactants are [N+:1]([C:4]1[CH:21]=[CH:20][C:7]([O:8][CH:9]2[CH2:14][CH2:13][CH:12]([C:15]([O:17][CH2:18][CH3:19])=[O:16])[CH2:11][CH2:10]2)=[CH:6][CH:5]=1)([O-])=O. The catalyst is CCO.C1COCC1.[Pd]. The product is [NH2:1][C:4]1[CH:5]=[CH:6][C:7]([O:8][C@H:9]2[CH2:14][CH2:13][C@H:12]([C:15]([O:17][CH2:18][CH3:19])=[O:16])[CH2:11][CH2:10]2)=[CH:20][CH:21]=1. The yield is 0.0400. (3) The reactants are [C:1]([N:4]1[CH2:9][CH2:8][CH:7]([C:10](N(OC)C)=[O:11])[CH2:6][CH2:5]1)(=[O:3])[CH3:2].[CH3:16][Mg]Br. The catalyst is C1COCC1. The product is [N:4]1([C:1](=[O:3])[CH3:2])[CH2:5][CH2:6][CH:7]([C:10](=[O:11])[CH3:16])[CH2:8][CH2:9]1. The yield is 0.822.